Dataset: Forward reaction prediction with 1.9M reactions from USPTO patents (1976-2016). Task: Predict the product of the given reaction. (1) Given the reactants [N:1]1([NH2:6])[CH:5]=[CH:4][CH:3]=[CH:2]1.[CH:7](=O)[CH2:8][CH2:9][CH2:10][CH3:11], predict the reaction product. The product is: [CH:7](=[N:6]/[N:1]1[CH:5]=[CH:4][CH:3]=[CH:2]1)\[CH2:8][CH2:9][CH2:10][CH3:11]. (2) The product is: [Cl:26][C:20]1[N:19]=[C:18]([C:14]2([C:12]3[C:7]4[C:6](=[CH:5][CH:4]=[C:3]([O:2][CH3:1])[CH:8]=4)[CH2:9][CH2:10][N:11]=3)[CH2:17][CH2:16][CH2:15]2)[CH:23]=[CH:22][CH:21]=1. Given the reactants [CH3:1][O:2][C:3]1[CH:8]=[CH:7][C:6]([CH2:9][CH2:10][NH:11][C:12]([C:14]2([C:18]3[CH:23]=[CH:22][CH:21]=[CH:20][N:19]=3)[CH2:17][CH2:16][CH2:15]2)=O)=[CH:5][CH:4]=1.P(Cl)(Cl)([Cl:26])=O.[OH-].[Na+], predict the reaction product.